From a dataset of Drug-target binding data from BindingDB using Ki measurements. Regression. Given a target protein amino acid sequence and a drug SMILES string, predict the binding affinity score between them. We predict pKi (pKi = -log10(Ki in M); higher means stronger inhibition). Dataset: bindingdb_ki. (1) The compound is CN1CCN(C2=c3ccccc3=Nc3ccc(Cl)cc3N2)CC1. The target protein (P50442) has sequence MLRVRCLRGGSRGAEAVHYIGSRLGGSLTGWVQRTFQSTQAATASSQNSCAAEDKATHPLPKDCPVSSYNEWDPLEEVIVGRAENACVPPFTVEVKANTYEKYWPFYQKNGGLYFPKDHLKKAVAEVEEMCNILSMEGVTVKRPDPIDWSLKYKTPDFESTGLYSAMPRDILMVVGNEIIEAPMAWRSRFFEYRAYRSIIKDYFHRGAKWTTAPKPTMADELYDQDYPIHSVEDRHKLAAQGKFVTTEFEPCFDAADFIRAGRDIFAQRSQVTNYLGIEWMRRHLAPDYRVHIISFKDPNPMHIDATFNIIGPGLVLSNPDRPCHQIDLFKKAGWTIVTPPTPVIPDDHPLWMSSKWLSMNVLMLDEKRVMVDANEVPIQKMFEKLGISTIKVNIRNANSLGGGFHCWTCDVRRRGTLQSYFD. The pKi is 5.0. (2) The small molecule is CCn1c(=O)[nH]c(=O)c2conc21. The target protein sequence is FLLNLAISDFLVGAFCIPLYVPYVLTGRWPFSRGLCKLWLVVDYLLCTSSVFNIVLISYDRFLSVTRAVSYRAQQGDTRRAVQKMVLVWVLAFLLYGPAILSWEHLSGGSSIPEGHCYAEFFYNWYFLITASTLEFFTPFLSVTFFN. The pKi is 7.3. (3) The drug is O=C(O)[C@H]1/C(=C/CO)O[C@@H]2CC(=O)N21. The target protein sequence is MSLYRRLVLLSCLSWPLAGFSATALTNLVAEPFAKLEQDFGGSIGVYAMDTGSGATVSYRAEERFPLCSSFKGFLAAAVLARSQQQAGLLDTPIRYGKNALVPWSPISEKYLTTGMTVAELSAAAVQYSDNAAANLLLKELGGPAGLTAFMRSIGDTTFRLDRWELELNSAIPGDARDTSSPRAVTESLQKLTLGSALAAPQRQQFVDWLKGNTTGNHRIRAAVPADWAVGDKTGTCGVYGTANDYAVVWPTGRAPIVLAVYTRAPNKDDKHSEAVIAAAARLALEGLGVNGQ. The pKi is 5.0. (4) The compound is Nc1nc2c(c(=O)[nH]1)N(C=O)[C@@H](CNc1ccc(C(=O)N[C@@H](CCC(=O)O)C(=O)O)cc1)CN2. The target protein (P70502) has sequence MGDLEKGAATHGAGCFAKIKVFLMALTCAYVSKSLSGTFMSSMLTQIERQFGIPTAIVGFINGSFEIGNLLLIIFVSYFGMKLHRPIVIGVGCAVMGLGCFIISLPHFLMGRYEYETTILPTSNLSSNSFLCMENQTQTLNPAQDPAECVKEVKSLMWIYVLVGNIIRGIGETPIMPLGVSYIENFAKSENSPLYIGILETGKMIGPIFGLLLGSFCASIYVDTGSVNTDDLTITPTDIRWVGAWWIGFLVCAGVNILISIPFFFFPKTLPKEGLQENVDGTENAKEESTEKRPRKKNRGITKDFFPFLKSPVLQPDLHAVHPYKVLQVNAFNIYFSFLPKYLENQYGKSTAEVIFLMGVYNLPAICIGYLIAGFMMKKFKITVKTAAFLAFCLSLSEYSFGFCNFLITCDNVPVAGLTNSYERDQKPLYLENNVLADCNTRCSCLTKTWDPVCGDNGLAYMSACLAGCEKSVGTGTNMVFHNCSCIQSPGNSSAVLGLC.... The pKi is 5.1. (5) The small molecule is Cn1c(-c2ccccc2)nc2c1C1=NCCN1C(=O)N2. The target protein (Q60614) has sequence MQLETQDALYVALELVIAALAVAGNVLVCAAVGASSALQTPTNYFLVSLATADVAVGLFAIPFAITISLGFCTDFHGCLFLACFVLVLTQSSIFSLLAVAVDRYLAIRVPLRYKGLVTGTRARGIIAVLWVLAFGIGLTPFLGWNSKDSATSNCTELGDGIANKSCCPVTCLFENVVPMSYMVYFNFFGCVLPPLLIMLVIYIKIFMVACKQLQRMELMDHSRTTLQREIHAAKSLAMIVGIFALCWLPVHAINCITLFHPALAKDKPKWVMNVAILLSHANSVVNPIVYAYRNRDFRYSFHKIISRYVLCQAETKGGSGQAGAQSTLSLGL. The pKi is 5.2.